Dataset: Full USPTO retrosynthesis dataset with 1.9M reactions from patents (1976-2016). Task: Predict the reactants needed to synthesize the given product. (1) Given the product [O:1]1[C:5]([C:6]2[CH:7]=[CH:8][C:9]([NH:12][N:13]=[C:15]([CH3:17])[CH3:14])=[CH:10][CH:11]=2)=[CH:4][N:3]=[CH:2]1, predict the reactants needed to synthesize it. The reactants are: [O:1]1[C:5]([C:6]2[CH:11]=[CH:10][C:9]([NH:12][NH2:13])=[CH:8][CH:7]=2)=[CH:4][N:3]=[CH:2]1.[CH3:14][C:15]([CH3:17])=O. (2) Given the product [CH3:9][O:8][C:5]1[CH:6]=[CH:7][C:2]([N:16]2[CH2:15][CH2:14][N:13]([C:19]([O:21][C:22]([CH3:25])([CH3:24])[CH3:23])=[O:20])[CH2:18][CH2:17]2)=[CH:3][C:4]=1[N+:10]([O-:12])=[O:11], predict the reactants needed to synthesize it. The reactants are: Br[C:2]1[CH:7]=[CH:6][C:5]([O:8][CH3:9])=[C:4]([N+:10]([O-:12])=[O:11])[CH:3]=1.[N:13]1([C:19]([O:21][C:22]([CH3:25])([CH3:24])[CH3:23])=[O:20])[CH2:18][CH2:17][NH:16][CH2:15][CH2:14]1.C1(P(C2C=CC=CC=2)C2C=CC3C(=CC=CC=3)C=2C2C3C(=CC=CC=3)C=CC=2P(C2C=CC=CC=2)C2C=CC=CC=2)C=CC=CC=1.C(=O)([O-])[O-].[Cs+].[Cs+]. (3) Given the product [OH:1][CH:2]([CH2:6][CH2:7][CH2:8][CH2:9][CH2:10][CH3:11])[C:3]([O:5][CH2:12][C:13]1[CH:18]=[CH:17][CH:16]=[CH:15][CH:14]=1)=[O:4], predict the reactants needed to synthesize it. The reactants are: [OH:1][CH:2]([CH2:6][CH2:7][CH2:8][CH2:9][CH2:10][CH3:11])[C:3]([OH:5])=[O:4].[CH2:12](Br)[C:13]1[CH:18]=[CH:17][CH:16]=[CH:15][CH:14]=1.C(N(CC)CC)C.